Dataset: Full USPTO retrosynthesis dataset with 1.9M reactions from patents (1976-2016). Task: Predict the reactants needed to synthesize the given product. The reactants are: F[C:2]1[C:7]([C:8]([OH:10])=O)=[CH:6][C:5]([F:11])=[CH:4][N:3]=1.Cl.[F:13][C:14]1[CH:19]=[CH:18][C:17]([F:20])=[CH:16][C:15]=1[CH2:21][CH2:22][O:23][CH2:24][C:25]([NH2:27])=[NH:26]. Given the product [F:13][C:14]1[CH:19]=[CH:18][C:17]([F:20])=[CH:16][C:15]=1[CH2:21][CH2:22][O:23][CH2:24][C:25]1[NH:27][C:8](=[O:10])[C:7]2[CH:6]=[C:5]([F:11])[CH:4]=[N:3][C:2]=2[N:26]=1, predict the reactants needed to synthesize it.